This data is from Peptide-MHC class I binding affinity with 185,985 pairs from IEDB/IMGT. The task is: Regression. Given a peptide amino acid sequence and an MHC pseudo amino acid sequence, predict their binding affinity value. This is MHC class I binding data. (1) The peptide sequence is AITTSNCAK. The MHC is HLA-B58:01 with pseudo-sequence HLA-B58:01. The binding affinity (normalized) is 0.0847. (2) The MHC is HLA-A24:02 with pseudo-sequence HLA-A24:02. The peptide sequence is PYCNYSKFW. The binding affinity (normalized) is 0.163. (3) The MHC is HLA-A02:02 with pseudo-sequence HLA-A02:02. The peptide sequence is SLETVKMGA. The binding affinity (normalized) is 0.138. (4) The peptide sequence is STLNFNNLR. The MHC is H-2-Db with pseudo-sequence H-2-Db. The binding affinity (normalized) is 0. (5) The peptide sequence is AFPTSCHMFIICF. The MHC is HLA-B35:03 with pseudo-sequence HLA-B35:03. The binding affinity (normalized) is 0. (6) The peptide sequence is VTDNNRSFY. The MHC is HLA-A24:02 with pseudo-sequence HLA-A24:02. The binding affinity (normalized) is 0.